This data is from Reaction yield outcomes from USPTO patents with 853,638 reactions. The task is: Predict the reaction yield, written as a fraction of the theoretical maximum amount of product (1.0 means a 100% yield; for example, 0.34 means a 34% yield). (1) The yield is 0.650. The catalyst is O1CCCC1. The reactants are O[C@H:2]([CH3:40])[CH2:3][NH:4][C:5]([C:7]1[NH:8][C:9]([C:12]2[CH:17]=[C:16]([O:18][C:19]3[CH:24]=[N:23][C:22]([C:25]([N:27]4[CH2:32][CH2:31][N:30]([CH3:33])[CH2:29][CH2:28]4)=[O:26])=[CH:21]N=3)[CH:15]=[C:14]([O:34][C@@H:35]([CH3:39])[CH2:36][O:37][CH3:38])[CH:13]=2)=[CH:10][CH:11]=1)=[O:6].CS(O)(=O)=O.C(N(CC)CC)C.[Cl-].[NH4+:54]. The product is [CH3:38][O:37][CH2:36][C@H:35]([CH3:39])[O:34][C:14]1[CH:15]=[C:16]([CH:17]=[C:12]([C:9]2[NH:8][C:7]([C:5]3[O:6][C@@H:2]([CH3:40])[CH2:3][N:4]=3)=[CH:11][CH:10]=2)[CH:13]=1)[O:18][C:19]1[CH:24]=[N:23][C:22]([C:25]([N:27]2[CH2:28][CH2:29][N:30]([CH3:33])[CH2:31][CH2:32]2)=[O:26])=[CH:21][N:54]=1. (2) The reactants are [CH2:1]([O:3][C:4]([C:6]1[C:10]([Br:11])=[CH:9][S:8][CH:7]=1)=[O:5])[CH3:2].[N+:12]([O-])([OH:14])=[O:13]. The catalyst is S(=O)(=O)(O)O. The product is [CH2:1]([O:3][C:4]([C:6]1[C:10]([Br:11])=[C:9]([N+:12]([O-:14])=[O:13])[S:8][CH:7]=1)=[O:5])[CH3:2]. The yield is 0.840. (3) The yield is 1.00. The product is [C:14]([O:13][CH2:12][CH2:11][N:7]1[CH2:8][CH2:9][CH:4]([CH2:3][CH2:2][OH:1])[CH2:5][CH2:6]1)([CH3:17])([CH3:16])[CH3:15]. The catalyst is CN(C)C=O. The reactants are [OH:1][CH2:2][CH2:3][CH:4]1[CH2:9][CH2:8][NH:7][CH2:6][CH2:5]1.Br[CH2:11][CH2:12][O:13][C:14]([CH3:17])([CH3:16])[CH3:15]. (4) The reactants are [F:1][C:2]1[CH:7]=[CH:6][C:5]([NH:8][C:9](=O)[C@@H:10]([NH:12][C:13]2[N:21]=[CH:20][N:19]=[C:18]3[C:14]=2[N:15]=[CH:16][NH:17]3)[CH3:11])=[C:4]([NH:23][C:24]2[CH:25]=[N:26][C:27](F)=[CH:28][CH:29]=2)[CH:3]=1.CC(O)=[O:33]. No catalyst specified. The product is [F:1][C:2]1[CH:7]=[CH:6][C:5]2[N:8]=[C:9]([CH:10]([NH:12][C:13]3[N:21]=[CH:20][N:19]=[C:18]4[C:14]=3[N:15]=[CH:16][NH:17]4)[CH3:11])[N:23]([C:24]3[CH:29]=[CH:28][C:27](=[O:33])[NH:26][CH:25]=3)[C:4]=2[CH:3]=1. The yield is 0.160. (5) The reactants are [NH2:1][C:2]1[CH:3]=[C:4]2[C:8](=[CH:9][CH:10]=1)[N:7]([CH2:11][CH2:12][N:13]([CH2:16]C)[CH2:14]C)[CH:6]=[CH:5]2.[S:18]1[CH:22]=[C:21]([S:23](Cl)(=[O:25])=[O:24])[C:20]2[CH:27]=[CH:28][CH:29]=[CH:30][C:19]1=2. No catalyst specified. The product is [CH3:16][N:13]([CH3:14])[CH2:12][CH2:11][N:7]1[C:8]2[C:4](=[CH:3][C:2]([NH:1][S:23]([C:21]3[C:20]4[CH:27]=[CH:28][CH:29]=[CH:30][C:19]=4[S:18][CH:22]=3)(=[O:24])=[O:25])=[CH:10][CH:9]=2)[CH:5]=[CH:6]1. The yield is 0.430. (6) The reactants are [F:1][CH:2]([F:37])[C:3]1[CH:12]=[C:11]2[C:6]([CH2:7][CH2:8][CH2:9][N:10]2[C:13]2[C:17]3[CH2:18][NH:19][CH2:20][CH2:21][C:16]=3[N:15]([CH:22]3[CH2:27][CH2:26][N:25]([C:28](=[O:30])[CH3:29])[CH2:24][CH2:23]3)[N:14]=2)=[CH:5][C:4]=1[C:31]1[CH:32]=[N:33][N:34]([CH3:36])[CH:35]=1.C(N(CC)CC)C.[C:45](OC(=O)C)(=[O:47])[CH3:46]. The catalyst is C(Cl)Cl. The product is [C:45]([N:19]1[CH2:20][CH2:21][C:16]2[N:15]([CH:22]3[CH2:23][CH2:24][N:25]([C:28](=[O:30])[CH3:29])[CH2:26][CH2:27]3)[N:14]=[C:13]([N:10]3[C:11]4[C:6](=[CH:5][C:4]([C:31]5[CH:32]=[N:33][N:34]([CH3:36])[CH:35]=5)=[C:3]([CH:2]([F:1])[F:37])[CH:12]=4)[CH2:7][CH2:8][CH2:9]3)[C:17]=2[CH2:18]1)(=[O:47])[CH3:46]. The yield is 0.520. (7) The catalyst is O1CCCC1.C(O)C. The yield is 0.980. The product is [O:4]1[CH:8]=[CH:7][CH:6]=[C:5]1[C:9]1[O:10][C:11]([CH3:41])=[C:12]([CH2:14][O:15][C:16]2[CH:17]=[CH:18][C:19]([CH2:20][O:21]/[N:22]=[C:23](/[C:33]3[CH:38]=[CH:37][CH:36]=[CH:35][CH:34]=3)\[CH2:24][CH2:25][CH2:26][CH2:27][C:28]([OH:30])=[O:29])=[CH:39][CH:40]=2)[N:13]=1. The reactants are O.[OH-].[Li+].[O:4]1[CH:8]=[CH:7][CH:6]=[C:5]1[C:9]1[O:10][C:11]([CH3:41])=[C:12]([CH2:14][O:15][C:16]2[CH:40]=[CH:39][C:19]([CH2:20][O:21]/[N:22]=[C:23](/[C:33]3[CH:38]=[CH:37][CH:36]=[CH:35][CH:34]=3)\[CH2:24][CH2:25][CH2:26][CH2:27][C:28]([O:30]CC)=[O:29])=[CH:18][CH:17]=2)[N:13]=1.O.Cl. (8) The reactants are [Cl:1][C:2]1[CH:3]=[C:4]([O:21][CH2:22][CH3:23])[CH:5]=[C:6]2[C:11]=1[O:10][CH:9]([C:12]([F:15])([F:14])[F:13])[C:8]([C:16]([O:18]CC)=[O:17])=[CH:7]2.C1COCC1.CCO.O[Li].O. The catalyst is O. The product is [Cl:1][C:2]1[CH:3]=[C:4]([O:21][CH2:22][CH3:23])[CH:5]=[C:6]2[C:11]=1[O:10][CH:9]([C:12]([F:15])([F:14])[F:13])[C:8]([C:16]([OH:18])=[O:17])=[CH:7]2. The yield is 0.940.